This data is from Reaction yield outcomes from USPTO patents with 853,638 reactions. The task is: Predict the reaction yield, written as a fraction of the theoretical maximum amount of product (1.0 means a 100% yield; for example, 0.34 means a 34% yield). (1) The yield is 0.180. The catalyst is ClCCl. The product is [CH3:1][C:2]1[CH:7]=[C:6]([C:8]#[C:9][CH3:10])[CH:5]=[C:4]([CH3:11])[C:3]=1[C:12]1[C:16](=[O:17])[CH:15]([CH2:18][C:19]2[CH:24]=[CH:23][CH:22]=[CH:21][N:20]=2)[CH2:14][C:13]=1[O:25][C:36]([S:38][CH:39]([CH3:41])[CH3:40])=[O:37]. The reactants are [CH3:1][C:2]1[CH:7]=[C:6]([C:8]#[C:9][CH3:10])[CH:5]=[C:4]([CH3:11])[C:3]=1[CH:12]1[C:16](=[O:17])[CH:15]([CH2:18][C:19]2[CH:24]=[CH:23][CH:22]=[CH:21][N:20]=2)[CH2:14][C:13]1=[O:25].C(N(C(C)C)C(C)C)C.Cl[C:36]([S:38][CH:39]([CH3:41])[CH3:40])=[O:37]. (2) The reactants are [Cl:1][Si:2]([Cl:14])([Cl:13])[C:3]1[CH:8]=[CH:7][C:6]([Si:9](Cl)([Cl:11])[Cl:10])=[CH:5][CH:4]=1.C[SiH](Cl)Cl. The catalyst is [Cl-].C([P+](CCCC)(CCCC)CCCC)CCC. The product is [Cl:11][SiH:9]([Cl:10])[C:6]1[CH:7]=[CH:8][C:3]([Si:2]([Cl:14])([Cl:1])[Cl:13])=[CH:4][CH:5]=1. The yield is 0.755.